This data is from Full USPTO retrosynthesis dataset with 1.9M reactions from patents (1976-2016). The task is: Predict the reactants needed to synthesize the given product. (1) Given the product [Cl:35][C:30]1[CH:29]=[C:28]([C@@H:19]([C:15]2[CH:16]=[CH:17][CH:18]=[C:13]([C:12](=[O:36])[NH:11][CH2:10][C@@H:9]([NH:7][CH3:6])[CH2:37][C@H:38]3[CH2:43][CH2:42][CH2:41][O:40][CH2:39]3)[CH:14]=2)[O:20][CH2:21][CH2:22][NH:23][C:24](=[O:25])[O:26][CH3:27])[CH:33]=[C:32]([F:34])[CH:31]=1, predict the reactants needed to synthesize it. The reactants are: C(O[C:6](=O)[N:7]([CH:9]([CH2:37][CH:38]1[CH2:43][CH2:42][CH2:41][O:40][CH2:39]1)[CH2:10][NH:11][C:12](=[O:36])[C:13]1[CH:18]=[CH:17][CH:16]=[C:15]([CH:19]([C:28]2[CH:33]=[C:32]([F:34])[CH:31]=[C:30]([Cl:35])[CH:29]=2)[O:20][CH2:21][CH2:22][NH:23][C:24]([O:26][CH3:27])=[O:25])[CH:14]=1)C)(C)(C)C. (2) The reactants are: [N:1]([C@:4]12[CH2:30][CH2:29][C@@H:28]([C:31]([CH3:33])=[CH2:32])[C@@H:5]1[C@@H:6]1[C@@:19]([CH3:22])([CH2:20][CH2:21]2)[C@@:18]2([CH3:23])[C@@H:9]([C@:10]3([CH3:27])[C@@H:15]([CH2:16][CH2:17]2)[C:14]([CH3:25])([CH3:24])[C:13](=[O:26])[CH2:12][CH2:11]3)[CH2:8][CH2:7]1)=C=O.[ClH:34]. Given the product [Cl-:34].[CH3:22][C@:19]12[C@@:18]3([CH3:23])[C@@H:9]([C@:10]4([CH3:27])[C@@H:15]([CH2:16][CH2:17]3)[C:14]([CH3:24])([CH3:25])[C:13](=[O:26])[CH2:12][CH2:11]4)[CH2:8][CH2:7][C@@H:6]1[C@H:5]1[C@H:28]([C:31]([CH3:33])=[CH2:32])[CH2:29][CH2:30][C@:4]1([NH3+:1])[CH2:21][CH2:20]2, predict the reactants needed to synthesize it. (3) The reactants are: [CH3:1][CH:2]1[CH2:8][C:7](=[O:9])[O:6][C:4](=[O:5])[CH2:3]1.[CH3:10][N:11]1[CH2:16][CH2:15][NH:14][CH2:13][CH2:12]1. Given the product [CH3:1][CH:2]([CH2:3][C:4]([N:14]1[CH2:15][CH2:16][N:11]([CH3:10])[CH2:12][CH2:13]1)=[O:5])[CH2:8][C:7]([OH:6])=[O:9], predict the reactants needed to synthesize it. (4) Given the product [Si:33]([O:1][CH:2]1[CH2:11][C:10]2[C:5](=[CH:6][CH:7]=[CH:8][CH:9]=2)[CH2:4][CH:3]1[N:12]1[CH2:13][CH2:14][CH:15]([C:18]([N:20]([O:22][CH3:23])[CH3:21])=[O:19])[CH2:16][CH2:17]1)([C:30]([CH3:32])([CH3:31])[CH3:29])([CH3:35])[CH3:34], predict the reactants needed to synthesize it. The reactants are: [OH:1][CH:2]1[CH2:11][C:10]2[C:5](=[CH:6][CH:7]=[CH:8][CH:9]=2)[CH2:4][CH:3]1[N:12]1[CH2:17][CH2:16][CH:15]([C:18]([N:20]([O:22][CH3:23])[CH3:21])=[O:19])[CH2:14][CH2:13]1.N1C=CN=C1.[CH3:29][C:30]([Si:33](Cl)([CH3:35])[CH3:34])([CH3:32])[CH3:31]. (5) Given the product [Cl:11][C:12]1[CH:17]=[CH:16][C:15]([C:8]2([CH3:9])[C:3]3[CH:4]=[CH:5][CH:6]=[CH:7][C:2]=3[NH:1][C:25](=[O:26])[O:10]2)=[CH:14][CH:13]=1, predict the reactants needed to synthesize it. The reactants are: [NH2:1][C:2]1[CH:7]=[CH:6][CH:5]=[CH:4][C:3]=1[C:8](=[O:10])[CH3:9].[Cl:11][C:12]1[CH:17]=[CH:16][C:15]([Mg]Br)=[CH:14][CH:13]=1.C1N=CN([C:25](N2C=NC=C2)=[O:26])C=1.Cl. (6) Given the product [OH:42][CH:41]1[C@@H:37]2[CH2:36][N:35]([C:2]3[N:3]=[C:4]([C:23]4[O:24][C:25]([C:28]5[CH:29]=[CH:30][CH:31]=[CH:32][CH:33]=5)=[N:26][N:27]=4)[C:5]([N:8]([C:16]([O:18][C:19]([CH3:20])([CH3:22])[CH3:21])=[O:17])[C:9](=[O:15])[O:10][C:11]([CH3:13])([CH3:14])[CH3:12])=[N:6][CH:7]=3)[CH2:34][C@@H:38]2[CH2:39][CH2:40]1, predict the reactants needed to synthesize it. The reactants are: Br[C:2]1[N:3]=[C:4]([C:23]2[O:24][C:25]([C:28]3[CH:33]=[CH:32][CH:31]=[CH:30][CH:29]=3)=[N:26][N:27]=2)[C:5]([N:8]([C:16]([O:18][C:19]([CH3:22])([CH3:21])[CH3:20])=[O:17])[C:9](=[O:15])[O:10][C:11]([CH3:14])([CH3:13])[CH3:12])=[N:6][CH:7]=1.[CH2:34]1[C@@H:38]2[CH2:39][CH2:40][CH:41]([OH:42])[C@@H:37]2[CH2:36][NH:35]1.C(N(CC)CC)C.